Dataset: Full USPTO retrosynthesis dataset with 1.9M reactions from patents (1976-2016). Task: Predict the reactants needed to synthesize the given product. Given the product [CH:1]([NH:17][C:23]1[CH:22]=[CH:20][C:19]([Cl:18])=[CH:25][C:24]=1[I:26])([C:8]1[CH:13]=[CH:12][CH:11]=[CH:10][CH:9]=1)[C:2]1[CH:7]=[CH:6][CH:5]=[CH:4][CH:3]=1, predict the reactants needed to synthesize it. The reactants are: [CH:1](O)([C:8]1[CH:13]=[CH:12][CH:11]=[CH:10][CH:9]=1)[C:2]1[CH:7]=[CH:6][CH:5]=[CH:4][CH:3]=1.C(#[N:17])C.[Cl:18][C:19]1[CH:25]=[C:24]([I:26])[CH:23]=[CH:22][C:20]=1N.